From a dataset of Full USPTO retrosynthesis dataset with 1.9M reactions from patents (1976-2016). Predict the reactants needed to synthesize the given product. (1) Given the product [C:1]([O:5][C:6]([N:8]1[CH2:15][CH2:14][CH:13]([OH:12])[CH:11]([N:19]=[N+:20]=[N-:21])[CH2:10][CH2:9]1)=[O:7])([CH3:4])([CH3:3])[CH3:2], predict the reactants needed to synthesize it. The reactants are: [C:1]([O:5][C:6]([N:8]1[CH2:15][CH2:14][CH:13]2[CH:11]([O:12]2)[CH2:10][CH2:9]1)=[O:7])([CH3:4])([CH3:3])[CH3:2].O.[Cl-].[NH4+].[N-:19]=[N+:20]=[N-:21].[Na+]. (2) The reactants are: [CH3:1][C:2]1([CH3:11])[CH2:7][CH2:6][CH:5]([CH:8]=[N:9][OH:10])[CH2:4][CH2:3]1.[Cl:12]N1C(=O)CCC1=O. Given the product [OH:10][N:9]=[C:8]([Cl:12])[CH:5]1[CH2:4][CH2:3][C:2]([CH3:11])([CH3:1])[CH2:7][CH2:6]1, predict the reactants needed to synthesize it. (3) Given the product [CH:17]1([C:13]2[NH:12][C:11]3[C:10](=[O:22])[N:9]([CH2:23][CH2:24][CH3:25])[C:8]([O:7][C:6]4[CH:26]=[CH:27][CH:28]=[C:4]([C:1]([OH:3])([CH3:29])[CH3:2])[CH:5]=4)=[N:16][C:15]=3[N:14]=2)[CH2:21][CH2:20][CH2:19][CH2:18]1, predict the reactants needed to synthesize it. The reactants are: [C:1]([C:4]1[CH:5]=[C:6]([CH:26]=[CH:27][CH:28]=1)[O:7][C:8]1[N:9]([CH2:23][CH2:24][CH3:25])[C:10](=[O:22])[C:11]2[NH:12][C:13]([CH:17]3[CH2:21][CH2:20][CH2:19][CH2:18]3)=[N:14][C:15]=2[N:16]=1)(=[O:3])[CH3:2].[CH3:29][Mg]Br. (4) Given the product [F:9][C:10]1[CH:11]=[CH:12][C:13]([S:16][CH2:17][CH2:18][C:19]([O:21][Si:22]([CH3:25])([CH3:24])[CH3:23])=[CH2:20])=[CH:14][CH:15]=1, predict the reactants needed to synthesize it. The reactants are: [Li+].CC([N-]C(C)C)C.[F:9][C:10]1[CH:15]=[CH:14][C:13]([S:16][CH2:17][CH2:18][C:19](=[O:21])[CH3:20])=[CH:12][CH:11]=1.[Si:22](Cl)([CH3:25])([CH3:24])[CH3:23]. (5) Given the product [N:31]1([C:2]2[CH:7]=[CH:6][C:5]([C:8]3[N:9]4[N:16]=[C:15]([CH3:17])[C:14]([N:18]5[C:22]([CH3:23])=[N:21][C:20]([CH3:24])=[N:19]5)=[C:10]4[O:11][C:12]=3[CH3:13])=[C:4]([CH3:25])[CH:3]=2)[CH:32]=[CH:33][N:34]=[CH:35]1, predict the reactants needed to synthesize it. The reactants are: Br[C:2]1[CH:7]=[CH:6][C:5]([C:8]2[N:9]3[N:16]=[C:15]([CH3:17])[C:14]([N:18]4[C:22]([CH3:23])=[N:21][C:20]([CH3:24])=[N:19]4)=[C:10]3[O:11][C:12]=2[CH3:13])=[C:4]([CH3:25])[CH:3]=1.COC1C2[C:32](=[C:33]3C(=CC=2)C(OC)=C[CH:35]=[N:34]3)[N:31]=CC=1.N1C=CN=C1.C([O-])([O-])=O.[Cs+].[Cs+]. (6) Given the product [NH:30]1[CH2:36][CH2:35][CH2:34][CH2:33][C@H:32]([NH:37][C:12]([C:10]2[S:11][C:7]([C:1]3[CH:2]=[CH:3][CH:4]=[CH:5][CH:6]=3)=[CH:8][C:9]=2[NH:16][C:17]([NH2:19])=[O:18])=[O:14])[CH2:31]1, predict the reactants needed to synthesize it. The reactants are: [C:1]1([C:7]2[S:11][C:10]([C:12]([O:14]C)=O)=[C:9]([NH:16][C:17]([NH:19]C(=O)C(Cl)(Cl)Cl)=[O:18])[CH:8]=2)[CH:6]=[CH:5][CH:4]=[CH:3][CH:2]=1.C[Al](C)C.[NH:30]1[CH2:36][CH2:35][CH2:34][CH2:33][C@H:32]([NH2:37])[CH2:31]1.[C@H](O)(C([O-])=O)[C@@H](O)C([O-])=O.[Na+].[K+].